Dataset: Full USPTO retrosynthesis dataset with 1.9M reactions from patents (1976-2016). Task: Predict the reactants needed to synthesize the given product. Given the product [Cl:1][C:2]1[CH:7]=[CH:6][CH:5]=[CH:4][C:3]=1[C:8]1[C:9]([C:30]2[CH:35]=[CH:34][C:33]([Cl:36])=[CH:32][CH:31]=2)=[CH:10][C:11]2[N:12]([C:16]([CH2:17][C:18]3[C:19]([CH3:28])=[N:20][C:21]([C:24]([F:27])([F:26])[F:25])=[CH:22][CH:23]=3)=[N:15][N:14]=2)[CH:13]=1, predict the reactants needed to synthesize it. The reactants are: [Cl:1][C:2]1[CH:7]=[CH:6][CH:5]=[CH:4][C:3]=1[C:8]1[C:9]([C:30]2[CH:35]=[CH:34][C:33]([Cl:36])=[CH:32][CH:31]=2)=[CH:10][C:11]([NH:14][NH:15][C:16](=O)[CH2:17][C:18]2[C:19]([CH3:28])=[N:20][C:21]([C:24]([F:27])([F:26])[F:25])=[CH:22][CH:23]=2)=[N:12][CH:13]=1.C(O)(=O)C.